From a dataset of Full USPTO retrosynthesis dataset with 1.9M reactions from patents (1976-2016). Predict the reactants needed to synthesize the given product. (1) Given the product [CH3:24][C:18]1[C:19]([CH3:23])=[CH:20][CH:21]=[CH:22][C:17]=1[C:15]1[N:14]=[C:13]([NH2:25])[N:12]=[C:11]([NH:9][CH2:8][CH2:7][C:6]2[S:5][CH:4]=[N:3][C:2]=2[CH3:1])[CH:16]=1, predict the reactants needed to synthesize it. The reactants are: [CH3:1][C:2]1[N:3]=[CH:4][S:5][C:6]=1[CH2:7][CH2:8][NH2:9].Cl[C:11]1[CH:16]=[C:15]([C:17]2[CH:22]=[CH:21][CH:20]=[C:19]([CH3:23])[C:18]=2[CH3:24])[N:14]=[C:13]([NH2:25])[N:12]=1. (2) Given the product [F:27][C:2]([F:1])([F:26])[C:3]1[CH:4]=[CH:5][C:6]([O:9][C:10]2[CH:11]=[CH:12][C:13]([O:16][C:17]([N:19]3[CH2:20][CH2:21][CH:22]([O:25][C:41]4[CH:40]=[CH:39][C:38]([C:35]5[CH:36]=[CH:37][C:32]([C:30]([O:29][CH3:28])=[O:31])=[CH:33][CH:34]=5)=[CH:43][CH:42]=4)[CH2:23][CH2:24]3)=[O:18])=[CH:14][CH:15]=2)=[N:7][CH:8]=1, predict the reactants needed to synthesize it. The reactants are: [F:1][C:2]([F:27])([F:26])[C:3]1[CH:4]=[CH:5][C:6]([O:9][C:10]2[CH:15]=[CH:14][C:13]([O:16][C:17]([N:19]3[CH2:24][CH2:23][CH:22]([OH:25])[CH2:21][CH2:20]3)=[O:18])=[CH:12][CH:11]=2)=[N:7][CH:8]=1.[CH3:28][O:29][C:30]([C:32]1[CH:37]=[CH:36][C:35]([C:38]2[CH:43]=[CH:42][C:41](O)=[CH:40][CH:39]=2)=[CH:34][CH:33]=1)=[O:31]. (3) Given the product [CH2:19]([N:21]([CH3:25])[C:22]([N:13]1[CH2:14][CH:9]([C:6]2[CH:5]=[CH:4][C:3]([CH2:1][CH3:2])=[CH:8][CH:7]=2)[CH2:10][CH:11]([C:15]([O:17][CH3:18])=[O:16])[CH2:12]1)=[O:23])[CH3:20], predict the reactants needed to synthesize it. The reactants are: [CH2:1]([C:3]1[CH:8]=[CH:7][C:6]([CH:9]2[CH2:14][NH:13][CH2:12][CH:11]([C:15]([O:17][CH3:18])=[O:16])[CH2:10]2)=[CH:5][CH:4]=1)[CH3:2].[CH2:19]([N:21]([CH3:25])[C:22](Cl)=[O:23])[CH3:20].